Predict the reaction yield, written as a fraction of the theoretical maximum amount of product (1.0 means a 100% yield; for example, 0.34 means a 34% yield). From a dataset of Reaction yield outcomes from USPTO patents with 853,638 reactions. (1) The reactants are [CH2:1]([O:8][N:9]1[C:13]([CH:14](O)[CH:15]([CH2:18][CH3:19])[CH2:16][CH3:17])=[CH:12][CH:11]=[N:10]1)[C:2]1[CH:7]=[CH:6][CH:5]=[CH:4][CH:3]=1.C1(P(C2C=CC=CC=2)C2C=CC=CC=2)C=CC=CC=1.N(C(OCC)=O)=NC(OCC)=O.C1(P([N:66]=[N+:67]=[N-:68])(C2C=CC=CC=2)=O)C=CC=CC=1. The catalyst is C1COCC1. The product is [N:66]([CH:14]([C:13]1[N:9]([O:8][CH2:1][C:2]2[CH:7]=[CH:6][CH:5]=[CH:4][CH:3]=2)[N:10]=[CH:11][CH:12]=1)[CH:15]([CH2:18][CH3:19])[CH2:16][CH3:17])=[N+:67]=[N-:68]. The yield is 0.670. (2) The reactants are C([Li])(C)(C)C.C(OC([N:13]1[C:21]2[C:16](=[CH:17][CH:18]=[C:19]([F:22])[CH:20]=2)[CH2:15][CH2:14]1)=O)(C)(C)C.[O:23]1CCC[CH2:24]1. No catalyst specified. The product is [F:22][C:19]1[C:20]([CH:24]=[O:23])=[C:21]2[C:16]([CH2:15][CH2:14][NH:13]2)=[CH:17][CH:18]=1. The yield is 0.420. (3) The product is [OH:30][C@H:25]1[C@@H:24]([C:22]2[CH:21]=[CH:20][C:17]3[C:18]4[N:12]([CH:11]=[C:10]([C:9]5[N:5]([CH:2]([CH3:4])[CH3:3])[N:6]=[CH:7][N:8]=5)[N:19]=4)[CH2:13][CH2:14][O:15][C:16]=3[CH:23]=2)[CH2:29][CH2:28][N:27]([CH2:34][C:33]([N:32]([CH3:37])[CH3:31])=[O:36])[CH2:26]1. The reactants are Cl.[CH:2]([N:5]1[C:9]([C:10]2[N:19]=[C:18]3[N:12]([CH2:13][CH2:14][O:15][C:16]4[CH:23]=[C:22]([C@H:24]5[CH2:29][CH2:28][NH:27][CH2:26][C@H:25]5[OH:30])[CH:21]=[CH:20][C:17]=43)[CH:11]=2)=[N:8][CH:7]=[N:6]1)([CH3:4])[CH3:3].[CH3:31][N:32]([CH3:37])[C:33](=[O:36])[CH2:34]Cl. The yield is 0.570. No catalyst specified. (4) The reactants are [NH:1]1[CH2:7][CH2:6][CH2:5][CH2:4][CH:3]([NH:8][C:9]2[N:14]=[CH:13][N:12]=[C:11]3[NH:15][N:16]=[CH:17][C:10]=23)[CH2:2]1.CCN=C=NCCCN(C)C.C1C=CC2N(O)N=NC=2C=1.[Cl:39][C:40]1[CH:41]=[C:42]([NH:47][CH2:48][C:49](O)=[O:50])[CH:43]=[C:44]([Cl:46])[CH:45]=1.CCN(C(C)C)C(C)C. The catalyst is CN(C=O)C.CCOC(C)=O. The product is [NH:15]1[C:11]2=[N:12][CH:13]=[N:14][C:9]([NH:8][CH:3]3[CH2:4][CH2:5][CH2:6][CH2:7][N:1]([C:49](=[O:50])[CH2:48][NH:47][C:42]4[CH:41]=[C:40]([Cl:39])[CH:45]=[C:44]([Cl:46])[CH:43]=4)[CH2:2]3)=[C:10]2[CH:17]=[N:16]1. The yield is 0.400. (5) The reactants are B(Br)(Br)Br.C[O:6][C:7]1[CH:25]=[CH:24][C:10]2[N:11]=[C:12]([C:14]3[CH:15]=[C:16]([CH:21]=[CH:22][CH:23]=3)[C:17]([O:19]C)=[O:18])[S:13][C:9]=2[CH:8]=1. The catalyst is ClCCl. The product is [OH:6][C:7]1[CH:25]=[CH:24][C:10]2[N:11]=[C:12]([C:14]3[CH:15]=[C:16]([CH:21]=[CH:22][CH:23]=3)[C:17]([OH:19])=[O:18])[S:13][C:9]=2[CH:8]=1. The yield is 0.670.